This data is from Clinical trial toxicity outcomes and FDA approval status for drugs. The task is: Regression/Classification. Given a drug SMILES string, predict its toxicity properties. Task type varies by dataset: regression for continuous values (e.g., LD50, hERG inhibition percentage) or binary classification for toxic/non-toxic outcomes (e.g., AMES mutagenicity, cardiotoxicity, hepatotoxicity). Dataset: clintox. The compound is CN/C(=N\C#N)NCCSCc1nc[nH]c1C. The result is 0 (passed clinical trial).